From a dataset of Full USPTO retrosynthesis dataset with 1.9M reactions from patents (1976-2016). Predict the reactants needed to synthesize the given product. (1) Given the product [CH3:13][O:12][C:9]1[CH:8]=[CH:7][C:6]2[C:11](=[C:2]([N:14]3[CH2:19][CH2:18][NH:17][CH2:16][CH2:15]3)[CH:3]=[CH:4][N:5]=2)[N:10]=1, predict the reactants needed to synthesize it. The reactants are: Br[C:2]1[CH:3]=[CH:4][N:5]=[C:6]2[C:11]=1[N:10]=[C:9]([O:12][CH3:13])[CH:8]=[CH:7]2.[NH:14]1[CH2:19][CH2:18][NH:17][CH2:16][CH2:15]1. (2) Given the product [ClH:22].[N:25]([C@H:10]1[C@@H:11]([NH:14][C:15]([C:17]2[NH:18][C:19]([CH3:24])=[C:20]([Cl:23])[C:21]=2[Cl:22])=[O:16])[CH2:12][CH2:13][NH:8][CH2:9]1)=[N+:26]=[N-:27], predict the reactants needed to synthesize it. The reactants are: C(OC([N:8]1[CH2:13][CH2:12][CH:11]([NH:14][C:15]([C:17]2[NH:18][C:19]([CH3:24])=[C:20]([Cl:23])[C:21]=2[Cl:22])=[O:16])[CH:10]([N:25]=[N+:26]=[N-:27])[CH2:9]1)=O)(C)(C)C. (3) Given the product [CH2:1]([O:3][CH2:4][C@@:5]12[O:12][C@@H:9]([CH2:10][CH2:11]1)[C:8](=[O:13])[CH2:7][C:6]2=[O:14])[CH3:2], predict the reactants needed to synthesize it. The reactants are: [CH2:1]([O:3][CH2:4][C@@:5]12[O:12][C@@H:9]([CH:10]=[CH:11]1)[C:8](=[O:13])[CH2:7][C:6]2=[O:14])[CH3:2].[H][H].